Task: Predict the product of the given reaction.. Dataset: Forward reaction prediction with 1.9M reactions from USPTO patents (1976-2016) (1) Given the reactants [Si:1]([O:8][C@@H:9]1[C@H:13]([CH2:14][O:15][Si:16]([C:19]([CH3:22])([CH3:21])[CH3:20])([CH3:18])[CH3:17])[CH2:12][C@@H:11]([O:23][C:24]2[CH:29]=[C:28](Cl)[N:27]=[CH:26][N:25]=2)[CH2:10]1)([C:4]([CH3:7])([CH3:6])[CH3:5])([CH3:3])[CH3:2].[C:31]1(B(O)O)[CH:36]=[CH:35][CH:34]=[CH:33][CH:32]=1, predict the reaction product. The product is: [Si:1]([O:8][C@@H:9]1[C@H:13]([CH2:14][O:15][Si:16]([C:19]([CH3:22])([CH3:21])[CH3:20])([CH3:18])[CH3:17])[CH2:12][C@@H:11]([O:23][C:24]2[CH:29]=[C:28]([C:31]3[CH:36]=[CH:35][CH:34]=[CH:33][CH:32]=3)[N:27]=[CH:26][N:25]=2)[CH2:10]1)([C:4]([CH3:7])([CH3:6])[CH3:5])([CH3:3])[CH3:2]. (2) Given the reactants O1CCCCC1[C:7]1[CH:12]=[CH:11][CH:10]=[CH:9][C:8]=1[CH2:13][C@@H:14]([OH:18])[C:15]([OH:17])=O.[C:19]([C:21]1[CH:35]=[CH:34][C:24]([CH2:25][NH:26][C:27](=[O:33])[C@@H:28]2[CH2:32][CH2:31][CH2:30][NH:29]2)=[CH:23][CH:22]=1)#[N:20].ON1C2C=CC=CC=2N=N1.CCN(C(C)C)C(C)C.C1(N=C=NC2CCCCC2)CCCCC1, predict the reaction product. The product is: [C:19]([C:21]1[CH:22]=[CH:23][C:24]([CH2:25][NH:26][C:27](=[O:33])[C@@H:28]2[CH2:32][CH2:31][CH2:30][N:29]2[C:15](=[O:17])[C@@H:14]([CH2:13][C:8]2[CH:7]=[CH:12][CH:11]=[CH:10][CH:9]=2)[OH:18])=[CH:34][CH:35]=1)#[N:20].